Dataset: Reaction yield outcomes from USPTO patents with 853,638 reactions. Task: Predict the reaction yield, written as a fraction of the theoretical maximum amount of product (1.0 means a 100% yield; for example, 0.34 means a 34% yield). (1) The reactants are [C:1]1([O:8][CH3:9])[C:2](=[CH:4][CH:5]=[CH:6][CH:7]=1)[OH:3].[H-].[Na+].Cl[CH:13]1[CH2:17][CH2:16][CH2:15][C:14]1=[O:18]. The catalyst is CN(C)C=O. The product is [CH3:9][O:8][C:1]1[CH:7]=[CH:6][CH:5]=[CH:4][C:2]=1[O:3][CH:13]1[CH2:17][CH2:16][CH2:15][C:14]1=[O:18]. The yield is 0.550. (2) The catalyst is CO. The product is [Cl:1][C:2]1[CH:27]=[CH:26][C:5]([O:6][C:7](=[O:8])[N:9]([C@H:10]2[CH2:15][CH2:14][C@H:13]([CH2:16][CH2:17][CH2:18][CH2:19][N:31]([CH2:28][CH:29]=[CH2:30])[CH3:32])[CH2:12][CH2:11]2)[CH3:25])=[CH:4][CH:3]=1. The yield is 0.800. The reactants are [Cl:1][C:2]1[CH:27]=[CH:26][C:5]([O:6][C:7]([N:9]([CH3:25])[C@H:10]2[CH2:15][CH2:14][C@H:13]([CH2:16][CH2:17][CH2:18][CH2:19]OS(C)(=O)=O)[CH2:12][CH2:11]2)=[O:8])=[CH:4][CH:3]=1.[CH2:28]([NH:31][CH3:32])[CH:29]=[CH2:30]. (3) The reactants are [CH3:1][O:2][C:3]1[CH:4]=[C:5]2[C:10](=[CH:11][C:12]=1[O:13][CH3:14])[C:9]([CH3:15])=[N:8][C:7]([OH:16])=[CH:6]2.CCN(C(C)C)C(C)C.[C:26](OC(=O)C)(=[O:28])[CH3:27]. The catalyst is C(Cl)Cl.CN(C1C=CN=CC=1)C. The product is [C:26]([O:16][C:7]1[N:8]=[C:9]([CH3:15])[C:10]2[C:5]([CH:6]=1)=[CH:4][C:3]([O:2][CH3:1])=[C:12]([O:13][CH3:14])[CH:11]=2)(=[O:28])[CH3:27]. The yield is 0.880. (4) The reactants are [Cl:1][C:2]1[CH:11]=[CH:10][C:9]([C:12]2[C:17]([N+:18]([O-])=O)=[CH:16][CH:15]=[CH:14][N:13]=2)=[CH:8][C:3]=1[C:4]([O:6][CH3:7])=[O:5]. The catalyst is C(OCC)(=O)C.[Pd]. The product is [NH2:18][C:17]1[C:12]([C:9]2[CH:10]=[CH:11][C:2]([Cl:1])=[C:3]([CH:8]=2)[C:4]([O:6][CH3:7])=[O:5])=[N:13][CH:14]=[CH:15][CH:16]=1. The yield is 0.743. (5) The reactants are [C:1]([NH2:9])(=[O:8])[C:2]1[CH:7]=[CH:6][CH:5]=[CH:4][CH:3]=1.I[C:11]1[CH:22]=[CH:21][C:14]([C:15]([O:17][CH2:18][CH:19]=[CH2:20])=[O:16])=[CH:13][CH:12]=1. No catalyst specified. The product is [CH2:18]([O:17][C:15]([C:14]1[CH:21]=[CH:22][C:11]([NH:9][C:1](=[O:8])[C:2]2[CH:7]=[CH:6][CH:5]=[CH:4][CH:3]=2)=[CH:12][CH:13]=1)=[O:16])[CH:19]=[CH2:20]. The yield is 0.910.